This data is from NCI-60 drug combinations with 297,098 pairs across 59 cell lines. The task is: Regression. Given two drug SMILES strings and cell line genomic features, predict the synergy score measuring deviation from expected non-interaction effect. (1) Drug 1: CC1OCC2C(O1)C(C(C(O2)OC3C4COC(=O)C4C(C5=CC6=C(C=C35)OCO6)C7=CC(=C(C(=C7)OC)O)OC)O)O. Drug 2: C(CC(=O)O)C(=O)CN.Cl. Cell line: HOP-92. Synergy scores: CSS=38.2, Synergy_ZIP=-13.8, Synergy_Bliss=-6.70, Synergy_Loewe=-4.67, Synergy_HSA=-3.00. (2) Drug 1: C1=CN(C(=O)N=C1N)C2C(C(C(O2)CO)O)O.Cl. Drug 2: CC1C(C(CC(O1)OC2CC(CC3=C2C(=C4C(=C3O)C(=O)C5=CC=CC=C5C4=O)O)(C(=O)C)O)N)O. Cell line: U251. Synergy scores: CSS=42.6, Synergy_ZIP=-6.38, Synergy_Bliss=-7.63, Synergy_Loewe=-13.1, Synergy_HSA=-0.0315. (3) Drug 1: CC(C1=C(C=CC(=C1Cl)F)Cl)OC2=C(N=CC(=C2)C3=CN(N=C3)C4CCNCC4)N. Drug 2: CC(C)NC(=O)C1=CC=C(C=C1)CNNC.Cl. Cell line: MCF7. Synergy scores: CSS=6.56, Synergy_ZIP=-0.00236, Synergy_Bliss=4.13, Synergy_Loewe=-0.916, Synergy_HSA=2.97. (4) Synergy scores: CSS=31.3, Synergy_ZIP=-11.7, Synergy_Bliss=-4.95, Synergy_Loewe=-6.30, Synergy_HSA=-5.72. Cell line: NCI/ADR-RES. Drug 1: C1=NC2=C(N1)C(=S)N=C(N2)N. Drug 2: CC1C(C(CC(O1)OC2CC(OC(C2O)C)OC3=CC4=CC5=C(C(=O)C(C(C5)C(C(=O)C(C(C)O)O)OC)OC6CC(C(C(O6)C)O)OC7CC(C(C(O7)C)O)OC8CC(C(C(O8)C)O)(C)O)C(=C4C(=C3C)O)O)O)O. (5) Drug 1: C1=CC(=CC=C1CCCC(=O)O)N(CCCl)CCCl. Drug 2: CC1C(C(CC(O1)OC2CC(CC3=C2C(=C4C(=C3O)C(=O)C5=CC=CC=C5C4=O)O)(C(=O)C)O)N)O. Cell line: MOLT-4. Synergy scores: CSS=48.4, Synergy_ZIP=-7.03, Synergy_Bliss=-6.72, Synergy_Loewe=-7.36, Synergy_HSA=-4.07.